From a dataset of NCI-60 drug combinations with 297,098 pairs across 59 cell lines. Regression. Given two drug SMILES strings and cell line genomic features, predict the synergy score measuring deviation from expected non-interaction effect. (1) Drug 1: CC1C(C(CC(O1)OC2CC(CC3=C2C(=C4C(=C3O)C(=O)C5=C(C4=O)C(=CC=C5)OC)O)(C(=O)C)O)N)O.Cl. Drug 2: C1CN(CCN1C(=O)CCBr)C(=O)CCBr. Cell line: OVCAR-4. Synergy scores: CSS=12.4, Synergy_ZIP=-3.00, Synergy_Bliss=1.14, Synergy_Loewe=-54.9, Synergy_HSA=0.171. (2) Drug 1: C1=NC(=NC(=O)N1C2C(C(C(O2)CO)O)O)N. Drug 2: CC1=C(C(=O)C2=C(C1=O)N3CC4C(C3(C2COC(=O)N)OC)N4)N. Cell line: HCC-2998. Synergy scores: CSS=41.8, Synergy_ZIP=-1.59, Synergy_Bliss=-2.51, Synergy_Loewe=5.35, Synergy_HSA=6.80.